Dataset: Forward reaction prediction with 1.9M reactions from USPTO patents (1976-2016). Task: Predict the product of the given reaction. (1) Given the reactants [Cl:1][C:2]1[CH:3]=[C:4]([C:8]2[N:12]=[C:11]([CH2:13][CH2:14][C:15]([NH:17][NH2:18])=[O:16])[O:10][N:9]=2)[CH:5]=[CH:6][CH:7]=1.[CH2:19]([O:21][C:22]([C:24]1[S:25][CH:26]=[CH:27][CH:28]=1)=N)[CH3:20], predict the reaction product. The product is: [CH2:19]([O:21][C:22](=[N:18][NH:17][C:15](=[O:16])[CH2:14][CH2:13][C:11]1[O:10][N:9]=[C:8]([C:4]2[CH:5]=[CH:6][CH:7]=[C:2]([Cl:1])[CH:3]=2)[N:12]=1)[C:24]1[S:25][CH:26]=[CH:27][CH:28]=1)[CH3:20]. (2) The product is: [ClH:28].[Cl:32][C:16]1[S:15][C:14]2=[N:17][CH2:18][CH2:19][N:13]2[C:12]=1[C:2]1[C:11]2[C:6](=[CH:7][CH:8]=[CH:9][CH:10]=2)[CH:5]=[CH:4][CH:3]=1. Given the reactants Br.[C:2]1([C:12]2[N:13]3[CH2:19][CH2:18][N:17]=[C:14]3[S:15][CH:16]=2)[C:11]2[C:6](=[CH:7][CH:8]=[CH:9][CH:10]=2)[CH:5]=[CH:4][CH:3]=1.C([O-])(O)=O.[Na+].I([Cl:28])(=O)=O.I([Cl:32])(=O)=O.I(Cl)(=O)=O.I(Cl)(=O)=O.C([N+](C)(C)C)C1C=CC=CC=1, predict the reaction product. (3) Given the reactants NCCNC[C:6]1[N:11]=[C:10]([C:12]2[CH:17]=[CH:16][C:15]([Cl:18])=[CH:14][C:13]=2[Cl:19])[C:9]([C:20]2[NH:21][CH:22]=[CH:23][N:24]=2)=[CH:8][N:7]=1.Cl[C:26]1[CH:31]=[CH:30][C:29]([N+:32]([O-:34])=[O:33])=[CH:28][N:27]=1, predict the reaction product. The product is: [Cl:19][C:13]1[CH:14]=[C:15]([Cl:18])[CH:16]=[CH:17][C:12]=1[C:10]1[C:9]([C:20]2[NH:24][CH:23]=[CH:22][N:21]=2)=[CH:8][N:7]=[C:6]([N:21]([CH3:20])[CH2:22][CH2:23][NH:24][C:26]2[CH:31]=[CH:30][C:29]([N+:32]([O-:34])=[O:33])=[CH:28][N:27]=2)[N:11]=1. (4) Given the reactants [F:1][C:2]1[CH:3]=[C:4](B(O)O)[CH:5]=[CH:6][C:7]=1[F:8].[Cl:12][C:13]1[CH:14]=[C:15]([CH:18]=[C:19]([Cl:22])[C:20]=1I)[CH2:16][OH:17], predict the reaction product. The product is: [Cl:12][C:13]1[CH:14]=[C:15]([CH:16]=[O:17])[CH:18]=[C:19]([Cl:22])[C:20]=1[C:4]1[CH:5]=[CH:6][C:7]([F:8])=[C:2]([F:1])[CH:3]=1. (5) Given the reactants [CH3:1][O:2][C:3]1[CH:4]=[CH:5][C:6]2[O:10][CH:9]=[C:8]([CH2:11][CH2:12]I)[C:7]=2[CH:14]=1.[CH3:15][C:16]1[CH:17]=[C:18]2[C:23](=[C:24]([N:26]3[CH2:31][CH2:30][NH:29][CH2:28][CH2:27]3)[CH:25]=1)[N:22]=[CH:21][CH:20]=[CH:19]2, predict the reaction product. The product is: [CH3:1][O:2][C:3]1[CH:4]=[CH:5][C:6]2[O:10][CH:9]=[C:8]([CH2:11][CH2:12][N:29]3[CH2:30][CH2:31][N:26]([C:24]4[CH:25]=[C:16]([CH3:15])[CH:17]=[C:18]5[C:23]=4[N:22]=[CH:21][CH:20]=[CH:19]5)[CH2:27][CH2:28]3)[C:7]=2[CH:14]=1.